This data is from Forward reaction prediction with 1.9M reactions from USPTO patents (1976-2016). The task is: Predict the product of the given reaction. (1) Given the reactants [CH2:1]([C:3]1[CH:57]=[CH:56][C:6]([CH2:7][C:8]2[C:16]3[C:11](=[CH:12][CH:13]=[C:14]([C@@H:17]4[O:46][C@H:45]([CH2:47][O:48]CC5C=CC=CC=5)[C@@H:36]([O:37]CC5C=CC=CC=5)[C@H:27]([O:28]CC5C=CC=CC=5)[C@H:18]4[O:19]CC4C=CC=CC=4)[CH:15]=3)[NH:10][CH:9]=2)=[CH:5][CH:4]=1)[CH3:2].[OH-].[Na+], predict the reaction product. The product is: [CH2:1]([C:3]1[CH:57]=[CH:56][C:6]([CH2:7][C:8]2[C:16]3[C:11](=[CH:12][CH:13]=[C:14]([C@@H:17]4[O:46][C@H:45]([CH2:47][OH:48])[C@@H:36]([OH:37])[C@H:27]([OH:28])[C@H:18]4[OH:19])[CH:15]=3)[NH:10][CH:9]=2)=[CH:5][CH:4]=1)[CH3:2]. (2) Given the reactants [CH3:1][C:2]1[CH:11]=[C:10]([OH:12])[C:9]2[C:4](=[CH:5][CH:6]=[CH:7][CH:8]=2)[C:3]=1[OH:13].[C:14](Cl)(=[O:21])[C:15]1[CH:20]=[CH:19][CH:18]=[CH:17][CH:16]=1, predict the reaction product. The product is: [C:14]([O:12][C:10]1[C:9]2[C:4](=[CH:5][CH:6]=[CH:7][CH:8]=2)[C:3]([OH:13])=[C:2]([CH3:1])[CH:11]=1)(=[O:21])[C:15]1[CH:20]=[CH:19][CH:18]=[CH:17][CH:16]=1. (3) The product is: [Br:12][C:13]1[CH:14]=[C:15]2[C:20](=[CH:21][CH:22]=1)[N:19]=[C:18]([O:23][CH3:24])[C:17]([CH2:25][O:26][Si:2]([CH:9]([CH3:11])[CH3:10])([CH:6]([CH3:8])[CH3:7])[CH:3]([CH3:5])[CH3:4])=[C:16]2[Cl:27]. Given the reactants Cl[Si:2]([CH:9]([CH3:11])[CH3:10])([CH:6]([CH3:8])[CH3:7])[CH:3]([CH3:5])[CH3:4].[Br:12][C:13]1[CH:14]=[C:15]2[C:20](=[CH:21][CH:22]=1)[N:19]=[C:18]([O:23][CH3:24])[C:17]([CH2:25][OH:26])=[C:16]2[Cl:27].N1C=CN=C1.O, predict the reaction product. (4) Given the reactants C1C([CH2:7][C:8]2[CH:13]=[CH:12][C:11]([N:14]=[C:15]=[O:16])=[CH:10][CH:9]=2)=CC=C(N=C=O)C=1.[N-:20]=[C:21]=[O:22].[N-]=C=O.CC1C(C)=C(C)C(C)=C(C)C=1C, predict the reaction product. The product is: [CH3:7][C:8]1[CH:9]=[CH:10][C:11]([N:14]=[C:15]=[O:16])=[CH:12][C:13]=1[N:20]=[C:21]=[O:22]. (5) Given the reactants [CH3:1][N:2]=[C:3]=[O:4].[F:5][C:6]([F:11])([F:10])[C:7]([OH:9])=[O:8].[F:12][C:13]([F:18])([F:17])[C:14]([OH:16])=[O:15].[NH:19]1[CH2:22][CH:21]([C:23]2[C:24]([O:43][CH3:44])=[C:25]([CH:31]([NH:33][C:34]3[N:42]=[CH:41][N:40]=[C:39]4[C:35]=3[N:36]=[CH:37][NH:38]4)[CH3:32])[CH:26]=[C:27]([Cl:30])[C:28]=2[CH3:29])[CH2:20]1.CCN(C(C)C)C(C)C, predict the reaction product. The product is: [F:5][C:6]([F:11])([F:10])[C:7]([OH:9])=[O:8].[Cl:30][C:27]1[C:28]([CH3:29])=[C:23]([CH:21]2[CH2:22][N:19]([C:3]([NH:2][CH3:1])=[O:4])[CH2:20]2)[C:24]([O:43][CH3:44])=[C:25]([CH:31]([NH:33][C:34]2[N:42]=[CH:41][N:40]=[C:39]3[C:35]=2[N:36]=[CH:37][NH:38]3)[CH3:32])[CH:26]=1.[C:14]([OH:16])([C:13]([F:18])([F:17])[F:12])=[O:15]. (6) Given the reactants [OH:1][C:2]1[CH:7]=[CH:6][C:5]([OH:8])=[CH:4][C:3]=1[C:9](=[O:11])[CH3:10].O.C1(C)C=CC(S(O)(=O)=O)=CC=1.[O:24]1[CH:29]=[CH:28][CH2:27][CH2:26][CH2:25]1.N, predict the reaction product. The product is: [OH:1][C:2]1[CH:7]=[CH:6][C:5]([O:8][CH:25]2[CH2:26][CH2:27][CH2:28][CH2:29][O:24]2)=[CH:4][C:3]=1[C:9](=[O:11])[CH3:10]. (7) Given the reactants [F:1][C:2]1[CH:7]=[CH:6][C:5]([C@@H:8]2[CH2:13][CH2:12][CH2:11][CH2:10][C@H:9]2[CH2:14][OH:15])=[CH:4][CH:3]=1.C[Si]([N-][Si](C)(C)C)(C)C.[Li+].COC1C=C(OC)C=CC=1C[N:31]([C:44]1[S:48][N:47]=[CH:46][N:45]=1)[S:32]([C:35]1[CH:40]=[C:39]([F:41])[C:38](F)=[CH:37][C:36]=1[F:43])(=[O:34])=[O:33].[Cl-].[NH4+], predict the reaction product. The product is: [F:43][C:36]1[CH:37]=[C:38]([O:15][CH2:14][C@@H:9]2[CH2:10][CH2:11][CH2:12][CH2:13][C@H:8]2[C:5]2[CH:4]=[CH:3][C:2]([F:1])=[CH:7][CH:6]=2)[C:39]([F:41])=[CH:40][C:35]=1[S:32]([NH:31][C:44]1[S:48][N:47]=[CH:46][N:45]=1)(=[O:33])=[O:34]. (8) Given the reactants [Br:1][C:2]1[CH:7]=[N:6][C:5]([OH:8])=[C:4]2[S:9][C:10]([C:12]([O:14][CH3:15])=[O:13])=[CH:11][C:3]=12.[C:16]([O-])([O-])=O.[K+].[K+].CI, predict the reaction product. The product is: [Br:1][C:2]1[C:3]2[CH:11]=[C:10]([C:12]([O:14][CH3:15])=[O:13])[S:9][C:4]=2[C:5](=[O:8])[N:6]([CH3:16])[CH:7]=1.